From a dataset of Full USPTO retrosynthesis dataset with 1.9M reactions from patents (1976-2016). Predict the reactants needed to synthesize the given product. (1) Given the product [OH:4][C:5]1[CH:13]=[C:12]2[C:8]([C:9](=[O:14])[O:10][CH2:11]2)=[CH:7][C:6]=1[O:15][C:16](=[O:18])[CH3:17], predict the reactants needed to synthesize it. The reactants are: C([O:4][C:5]1[CH:13]=[C:12]2[C:8]([C:9](=[O:14])[O:10][CH2:11]2)=[CH:7][C:6]=1[O:15][C:16](=[O:18])[CH3:17])(=O)C.N1CCOCC1. (2) Given the product [CH2:7]([O:6][P:5]([CH2:10][CH2:11][NH:12][C:13]([O:15][CH2:16][C:17]1[CH:22]=[CH:21][CH:20]=[CH:19][CH:18]=1)=[O:14])(=[O:9])[O:4][CH2:2][CH3:3])[CH3:8], predict the reactants needed to synthesize it. The reactants are: Cl.[CH2:2]([O:4][P:5]([CH2:10][CH2:11][NH2:12])(=[O:9])[O:6][CH2:7][CH3:8])[CH3:3].[C:13](Cl)([O:15][CH2:16][C:17]1[CH:22]=[CH:21][CH:20]=[CH:19][CH:18]=1)=[O:14].CCN(C(C)C)C(C)C. (3) Given the product [NH2:16][C:13]1[CH:12]=[CH:11][C:10]([CH2:9][C:2]([CH3:1])([C:3]([NH2:5])=[O:4])[C:6]([NH2:8])=[O:7])=[CH:15][CH:14]=1, predict the reactants needed to synthesize it. The reactants are: [CH3:1][C:2]([CH2:9][C:10]1[CH:15]=[CH:14][C:13]([N+:16]([O-])=O)=[CH:12][CH:11]=1)([C:6]([NH2:8])=[O:7])[C:3]([NH2:5])=[O:4]. (4) Given the product [ClH:20].[CH3:33][C:29]1[N:28]([CH2:27][C:23]2[N:24]=[N:25][CH:26]=[C:21]([C:9]3[CH:18]=[CH:17][C:16]4[CH2:15][CH2:14][CH2:13][CH2:12][C:11]=4[CH:10]=3)[CH:22]=2)[CH:32]=[CH:31][N:30]=1, predict the reactants needed to synthesize it. The reactants are: CC1(C)C(C)(C)OB([C:9]2[CH:18]=[CH:17][C:16]3[CH2:15][CH2:14][CH2:13][CH2:12][C:11]=3[CH:10]=2)O1.[Cl:20][C:21]1[CH:22]=[C:23]([CH2:27][N:28]2[CH:32]=[CH:31][N:30]=[C:29]2[CH3:33])[N:24]=[N:25][CH:26]=1.